From a dataset of Full USPTO retrosynthesis dataset with 1.9M reactions from patents (1976-2016). Predict the reactants needed to synthesize the given product. Given the product [OH:1][CH:2]([C:4]1[CH:9]=[CH:8][N:7]=[C:6]2[C:10]([I:30])=[C:11]([C:13]3[CH:18]=[CH:17][N:16]=[C:15]([NH:19][C:20](=[O:22])[CH3:21])[CH:14]=3)[NH:12][C:5]=12)[CH3:3], predict the reactants needed to synthesize it. The reactants are: [OH:1][CH:2]([C:4]1[CH:9]=[CH:8][N:7]=[C:6]2[CH:10]=[C:11]([C:13]3[CH:18]=[CH:17][N:16]=[C:15]([NH:19][C:20](=[O:22])[CH3:21])[CH:14]=3)[NH:12][C:5]=12)[CH3:3].C1C(=O)N([I:30])C(=O)C1.C(O)(C(F)(F)F)=O.CCCCCCCCCCCCOS([O-])(=O)=O.[Na+].